The task is: Predict the reactants needed to synthesize the given product.. This data is from Full USPTO retrosynthesis dataset with 1.9M reactions from patents (1976-2016). (1) Given the product [Cl:1][C:2]1[C:7]([C:8]([OH:10])=[O:9])=[C:6]([O:27][CH3:26])[C:5]([CH2:14][NH:15][C:16](=[O:21])[C:17]([CH3:18])([CH3:19])[CH3:20])=[CH:4][CH:3]=1, predict the reactants needed to synthesize it. The reactants are: [Cl:1][C:2]1[C:7]([C:8]([O:10]CC)=[O:9])=[C:6](F)[C:5]([CH2:14][NH:15][C:16](=[O:21])[C:17]([CH3:20])([CH3:19])[CH3:18])=[CH:4][CH:3]=1.[OH-].[K+].C(O)(=O)C[C:26](CC(O)=O)(C(O)=O)[OH:27]. (2) The reactants are: [N+:1]([C:4]1[CH:5]=[C:6]2[C:10](=[CH:11][CH:12]=1)[NH:9][C:8]([C:13]([O:15]CC)=[O:14])=[C:7]2[C:18]1[CH:23]=[CH:22][CH:21]=[CH:20][CH:19]=1)([O-])=O.[F:24][C:25]([F:38])([F:37])[O:26][C:27]1[CH:32]=[CH:31][C:30]([S:33](Cl)(=[O:35])=[O:34])=[CH:29][CH:28]=1. Given the product [C:18]1([C:7]2[C:6]3[C:10](=[CH:11][CH:12]=[C:4]([NH:1][S:33]([C:30]4[CH:29]=[CH:28][C:27]([O:26][C:25]([F:24])([F:37])[F:38])=[CH:32][CH:31]=4)(=[O:35])=[O:34])[CH:5]=3)[NH:9][C:8]=2[C:13]([OH:15])=[O:14])[CH:19]=[CH:20][CH:21]=[CH:22][CH:23]=1, predict the reactants needed to synthesize it. (3) The reactants are: [F:1][C:2]([F:15])([F:14])[C:3]1[C:11]([C:12]#[N:13])=[CH:10][CH:9]=[C:8]2[C:4]=1[CH:5]=[CH:6][NH:7]2.Cl[CH2:17][C:18]1[N:22]=[C:21]([C:23]2[S:24][CH:25]=[CH:26][CH:27]=2)[O:20][N:19]=1. Given the product [S:24]1[CH:25]=[CH:26][CH:27]=[C:23]1[C:21]1[O:20][N:19]=[C:18]([CH2:17][N:7]2[C:8]3[C:4](=[C:3]([C:2]([F:14])([F:1])[F:15])[C:11]([C:12]#[N:13])=[CH:10][CH:9]=3)[CH:5]=[CH:6]2)[N:22]=1, predict the reactants needed to synthesize it. (4) Given the product [C:21]([C:20]([NH:19][C:10]([C:7]1[CH:6]=[C:5]([O:13][CH2:14][C:15]([F:18])([F:17])[F:16])[C:4]([CH:1]2[CH2:2][CH2:3]2)=[CH:9][N:8]=1)=[O:12])([CH3:28])[CH2:23][S:24]([CH3:27])(=[O:26])=[O:25])#[N:22], predict the reactants needed to synthesize it. The reactants are: [CH:1]1([C:4]2[C:5]([O:13][CH2:14][C:15]([F:18])([F:17])[F:16])=[CH:6][C:7]([C:10]([OH:12])=O)=[N:8][CH:9]=2)[CH2:3][CH2:2]1.[NH2:19][C:20]([CH3:28])([CH2:23][S:24]([CH3:27])(=[O:26])=[O:25])[C:21]#[N:22].